This data is from Reaction yield outcomes from USPTO patents with 853,638 reactions. The task is: Predict the reaction yield, written as a fraction of the theoretical maximum amount of product (1.0 means a 100% yield; for example, 0.34 means a 34% yield). The reactants are C(N(CC)CC)C.[CH3:8][S:9](Cl)(=[O:11])=[O:10].Cl.[C:14]([NH:18][C:19]([C:21]1[CH:25]=[C:24]([C:26]2[CH:31]=[CH:30][C:29]([CH2:32][NH2:33])=[CH:28][N:27]=2)[N:23]([C:34]2[CH:35]=[N:36][CH:37]=[CH:38][CH:39]=2)[N:22]=1)=[O:20])([CH3:17])([CH3:16])[CH3:15].O. The catalyst is ClCCl. The product is [C:14]([NH:18][C:19]([C:21]1[CH:25]=[C:24]([C:26]2[CH:31]=[CH:30][C:29]([CH2:32][NH:33][S:9]([CH3:8])(=[O:11])=[O:10])=[CH:28][N:27]=2)[N:23]([C:34]2[CH:35]=[N:36][CH:37]=[CH:38][CH:39]=2)[N:22]=1)=[O:20])([CH3:17])([CH3:15])[CH3:16]. The yield is 0.880.